This data is from NCI-60 drug combinations with 297,098 pairs across 59 cell lines. The task is: Regression. Given two drug SMILES strings and cell line genomic features, predict the synergy score measuring deviation from expected non-interaction effect. Drug 1: CN1CCC(CC1)COC2=C(C=C3C(=C2)N=CN=C3NC4=C(C=C(C=C4)Br)F)OC. Drug 2: CC(C)(C#N)C1=CC(=CC(=C1)CN2C=NC=N2)C(C)(C)C#N. Cell line: M14. Synergy scores: CSS=0.300, Synergy_ZIP=4.31, Synergy_Bliss=4.49, Synergy_Loewe=2.87, Synergy_HSA=1.52.